Dataset: Reaction yield outcomes from USPTO patents with 853,638 reactions. Task: Predict the reaction yield, written as a fraction of the theoretical maximum amount of product (1.0 means a 100% yield; for example, 0.34 means a 34% yield). (1) The yield is 0.780. No catalyst specified. The reactants are [Br:1][C:2]1[CH:10]=[CH:9][C:5]([C:6]([OH:8])=[O:7])=[C:4]([CH3:11])[CH:3]=1.S(=O)(=O)(O)O.[CH3:17]O. The product is [Br:1][C:2]1[CH:10]=[CH:9][C:5]([C:6]([O:8][CH3:17])=[O:7])=[C:4]([CH3:11])[CH:3]=1. (2) The reactants are [CH2:1]([CH:3]1[CH:7]([C:8]2[N:12]3[C:13]4[CH:19]=[CH:18][N:17](COCC[Si](C)(C)C)[C:14]=4[N:15]=[CH:16][C:11]3=[N:10][N:9]=2)[CH2:6][CH:5]([O:28][C:29]2[N:30]=[CH:31][C:32]([C:35]#[N:36])=[N:33][CH:34]=2)[CH2:4]1)[CH3:2].C(O)(C(F)(F)F)=O.[OH-].[NH4+].O. The catalyst is C(Cl)Cl. The product is [CH2:1]([CH:3]1[CH:7]([C:8]2[N:12]3[C:13]4[CH:19]=[CH:18][NH:17][C:14]=4[N:15]=[CH:16][C:11]3=[N:10][N:9]=2)[CH2:6][CH:5]([O:28][C:29]2[N:30]=[CH:31][C:32]([C:35]#[N:36])=[N:33][CH:34]=2)[CH2:4]1)[CH3:2]. The yield is 0.870. (3) The reactants are CS[CH2:3][O:4]/[N:5]=[N+:6](\[O-:12])/[N:7]1[CH2:11][CH2:10][CH2:9][CH2:8]1.S(Cl)([Cl:16])(=O)=O. The catalyst is C(Cl)Cl. The product is [Cl:16][CH2:3][O:4]/[N:5]=[N+:6](\[O-:12])/[N:7]1[CH2:11][CH2:10][CH2:9][CH2:8]1. The yield is 0.900. (4) The reactants are CS(Cl)(=O)=O.[Cl:6][C:7]1[CH:8]=[C:9]([CH:27]=[CH:28][C:29]=1[O:30][CH2:31][C:32]1[CH:37]=[CH:36][CH:35]=[C:34]([F:38])[CH:33]=1)[NH:10][C:11]1[C:16]([C:17]#[C:18][C:19]2[N:24]=[C:23]([CH2:25]O)[CH:22]=[CH:21][CH:20]=2)=[CH:15][N:14]=[CH:13][N:12]=1.[N:39]1([CH2:44][CH2:45][CH2:46][NH2:47])[CH:43]=[CH:42][N:41]=[CH:40]1.O. The catalyst is C(Cl)Cl. The product is [Cl:6][C:7]1[CH:8]=[C:9]([NH:10][C:11]2[C:16]([C:17]#[C:18][C:19]3[CH:20]=[CH:21][CH:22]=[C:23]([CH2:25][NH:47][CH2:46][CH2:45][CH2:44][N:39]4[CH:43]=[CH:42][N:41]=[CH:40]4)[N:24]=3)=[CH:15][N:14]=[CH:13][N:12]=2)[CH:27]=[CH:28][C:29]=1[O:30][CH2:31][C:32]1[CH:37]=[CH:36][CH:35]=[C:34]([F:38])[CH:33]=1. The yield is 0.610. (5) The reactants are [CH2:1]([NH:4][C:5]1[CH:10]=[CH:9][C:8]([C:11]2[N:15]([C:16]3[CH:21]=[CH:20][C:19]([CH3:22])=[CH:18][CH:17]=3)[N:14]=[CH:13][CH:12]=2)=[CH:7][CH:6]=1)[CH:2]=[CH2:3].C([O:25][C:26](=[O:43])[C:27](C1C=C(C)C=CC=1)([C:29]1[CH:30]=[C:31]([CH3:35])[CH:32]=[CH:33][CH:34]=1)[CH3:28])C.C(P(C(C)(C)C)C1C=CC=CC=1C1C=CC=CC=1)(C)(C)C.[O-]P([O-])([O-])=O.[K+].[K+].[K+].C(OC(=O)C(C1C=C(C)C=CC=1)CC1C=C(C2C=CC(Br)=CC=2)N(C2C=CC(C)=CC=2)N=1)C.C(N)C=C. The catalyst is C1(C)C=CC=CC=1.O.C(OCC)(=O)C. The product is [CH2:1]([NH:4][C:5]1[CH:6]=[CH:7][C:8]([C:11]2[N:15]([C:16]3[CH:17]=[CH:18][C:19]([CH3:22])=[CH:20][CH:21]=3)[N:14]=[C:13]([CH2:28][CH:27]([C:29]3[CH:30]=[C:31]([CH3:35])[CH:32]=[CH:33][CH:34]=3)[C:26]([OH:43])=[O:25])[CH:12]=2)=[CH:9][CH:10]=1)[CH:2]=[CH2:3]. The yield is 0.470. (6) The yield is 0.990. The reactants are [Br-].[C:2]1([C:8]2([C:18]3[CH:23]=[CH:22][CH:21]=[CH:20][CH:19]=3)[CH2:12][CH2:11][O:10][C:9]2=[N+:13]2[CH2:17][CH2:16][CH2:15][CH2:14]2)[CH:7]=[CH:6][CH:5]=[CH:4][CH:3]=1.[OH:24][C:25]1[CH:30]=[CH:29][CH:28]=[CH:27][C:26]=1[C:31]1([OH:37])[CH2:36][CH2:35][NH:34][CH2:33][CH2:32]1.C(=O)([O-])[O-].[Na+].[Na+].O. The product is [OH:24][C:25]1[CH:30]=[CH:29][CH:28]=[CH:27][C:26]=1[C:31]1([OH:37])[CH2:32][CH2:33][N:34]([CH2:11][CH2:12][C:8]([C:2]2[CH:7]=[CH:6][CH:5]=[CH:4][CH:3]=2)([C:18]2[CH:19]=[CH:20][CH:21]=[CH:22][CH:23]=2)[C:9]([N:13]2[CH2:14][CH2:15][CH2:16][CH2:17]2)=[O:10])[CH2:35][CH2:36]1. The catalyst is CN(C)C=O. (7) The reactants are [CH3:1][C:2]1[S:3][CH:4]=[CH:5][N:6]=1.C([Li])CCC.[CH2:12]([Sn:16]([CH2:22][CH2:23][CH2:24][CH3:25])([CH2:18][CH2:19][CH2:20][CH3:21])Cl)[CH2:13][CH2:14][CH3:15].C([O-])(O)=O.[Na+]. The catalyst is C1COCC1. The product is [CH3:1][C:2]1[S:3][C:4]([Sn:16]([CH2:18][CH2:19][CH2:20][CH3:21])([CH2:22][CH2:23][CH2:24][CH3:25])[CH2:12][CH2:13][CH2:14][CH3:15])=[CH:5][N:6]=1. The yield is 0.720.